Dataset: Catalyst prediction with 721,799 reactions and 888 catalyst types from USPTO. Task: Predict which catalyst facilitates the given reaction. (1) Reactant: [CH:1]([OH:4])([CH3:3])[CH3:2].C(N(CC)CC)C.Cl[C:13]([O:15][CH2:16][Cl:17])=[O:14]. Product: [CH:1]([O:4][C:13](=[O:14])[O:15][CH2:16][Cl:17])([CH3:3])[CH3:2]. The catalyst class is: 4. (2) Reactant: [NH2:1][C:2]1[CH:3]=[C:4]([OH:7])[NH:5][N:6]=1.O=[C:9]([CH3:15])[CH2:10][C:11](OC)=[O:12].O. Product: [CH3:15][C:9]1[CH:10]=[C:11]([OH:12])[N:1]=[C:2]2[NH:6][N:5]=[C:4]([OH:7])[C:3]=12. The catalyst class is: 33. (3) Reactant: [N+:1]([C:4]1[C:5](N)=[C:6]([Cl:13])[C:7]2[S:11][CH:10]=[N:9][C:8]=2[CH:12]=1)([O-:3])=[O:2].N(OS(=O)(=O)O)=O.O[PH2]=O.CCOC(C)=O. Product: [N+:1]([C:4]1[CH:5]=[C:6]([Cl:13])[C:7]2[S:11][CH:10]=[N:9][C:8]=2[CH:12]=1)([O-:3])=[O:2]. The catalyst class is: 65. (4) Reactant: C(O[C:9]1[CH:14]=[C:13]([S:15]([C:18]2[CH:23]=[CH:22][C:21]([O:24][CH3:25])=[CH:20][CH:19]=2)(=[O:17])=[O:16])[C:12]([F:26])=[CH:11][C:10]=1[C:27]1[CH:32]=[CH:31][CH:30]=[C:29]([F:33])[CH:28]=1)C1C=CC=CC=1.[H][H].C(O)(=[O:38])C. Product: [F:26][C:12]1[CH:11]=[C:10]([C:27]2[C:32]([OH:38])=[CH:31][CH:30]=[C:29]([F:33])[CH:28]=2)[CH:9]=[CH:14][C:13]=1[S:15]([C:18]1[CH:23]=[CH:22][C:21]([O:24][CH3:25])=[CH:20][CH:19]=1)(=[O:16])=[O:17]. The catalyst class is: 45.